This data is from Full USPTO retrosynthesis dataset with 1.9M reactions from patents (1976-2016). The task is: Predict the reactants needed to synthesize the given product. (1) Given the product [CH3:12][O:11][C:8]1[CH:9]=[C:10]2[C:5](=[CH:6][CH:7]=1)[N:4]([CH2:13][C:14]([O:16][CH3:17])=[O:15])[C:3](=[O:18])[CH2:2]2, predict the reactants needed to synthesize it. The reactants are: Cl[C:2]1(Cl)[C:10]2[C:5](=[CH:6][CH:7]=[C:8]([O:11][CH3:12])[CH:9]=2)[N:4]([CH2:13][C:14]([O:16][CH3:17])=[O:15])[C:3]1=[O:18]. (2) Given the product [Br:14][C:9]1[CH:8]=[C:7]2[C:12](=[CH:11][C:10]=1[CH3:13])[NH:4][N:5]=[CH:6]2, predict the reactants needed to synthesize it. The reactants are: C([N:4]1[C:12]2[C:7](=[CH:8][C:9]([Br:14])=[C:10]([CH3:13])[CH:11]=2)[CH:6]=[N:5]1)(=O)C.[OH-].[K+]. (3) Given the product [Cl:17][CH2:16][CH2:15][O:14][C:8]1[CH:7]=[C:6]2[C:11]([C:2]([NH:18][C:19]3[C:24]([Cl:25])=[CH:23][N:22]=[C:21]4[O:26][CH2:27][O:28][C:20]=34)=[N:3][CH:4]=[N:5]2)=[CH:10][C:9]=1[O:12][CH3:13], predict the reactants needed to synthesize it. The reactants are: Cl[C:2]1[C:11]2[C:6](=[CH:7][C:8]([O:14][CH2:15][CH2:16][Cl:17])=[C:9]([O:12][CH3:13])[CH:10]=2)[N:5]=[CH:4][N:3]=1.[NH2:18][C:19]1[C:24]([Cl:25])=[CH:23][N:22]=[C:21]2[O:26][CH2:27][O:28][C:20]=12. (4) Given the product [CH:12]1([C:2]2[CH:3]=[C:4]([F:10])[C:5]([C:8]#[N:9])=[N:6][CH:7]=2)[CH2:14][CH2:13]1, predict the reactants needed to synthesize it. The reactants are: Br[C:2]1[CH:3]=[C:4]([F:10])[C:5]([C:8]#[N:9])=[N:6][CH:7]=1.[Br-].[CH:12]1([Zn+])[CH2:14][CH2:13]1.